Dataset: Peptide-MHC class I binding affinity with 185,985 pairs from IEDB/IMGT. Task: Regression. Given a peptide amino acid sequence and an MHC pseudo amino acid sequence, predict their binding affinity value. This is MHC class I binding data. The peptide sequence is VSDFRKEFY. The binding affinity (normalized) is 0.0847. The MHC is HLA-B18:01 with pseudo-sequence HLA-B18:01.